This data is from Forward reaction prediction with 1.9M reactions from USPTO patents (1976-2016). The task is: Predict the product of the given reaction. (1) Given the reactants [CH2:1]([O:8][C:9]1[CH:18]=[C:17]2[C:12]([C:13]([Cl:19])=[N:14][CH:15]=[N:16]2)=[CH:11][C:10]=1[F:20])[C:2]1[CH:7]=[CH:6][CH:5]=[CH:4][CH:3]=1.[NH2:21][C:22]1[CH:23]=[N:24][N:25]([CH2:27][C:28]([NH:30][C:31]2[CH:36]=[CH:35][CH:34]=[C:33]([F:37])[CH:32]=2)=[O:29])[CH:26]=1, predict the reaction product. The product is: [ClH:19].[CH2:1]([O:8][C:9]1[CH:18]=[C:17]2[C:12]([C:13]([NH:21][C:22]3[CH:23]=[N:24][N:25]([CH2:27][C:28]([NH:30][C:31]4[CH:36]=[CH:35][CH:34]=[C:33]([F:37])[CH:32]=4)=[O:29])[CH:26]=3)=[N:14][CH:15]=[N:16]2)=[CH:11][C:10]=1[F:20])[C:2]1[CH:7]=[CH:6][CH:5]=[CH:4][CH:3]=1. (2) Given the reactants ClC1C=CC([C@@H]2[C@@H]([C@@H](OC3C=CC(Cl)=C(Cl)C=3)C)CCN([C:25]([CH:27]3[CH2:32][CH2:31][N:30]([C:33]4[CH:38]=[CH:37][C:36]([C:39]#[N:40])=[CH:35][N:34]=4)[CH2:29][CH2:28]3)=[O:26])C2)=CC=1.[NH:41]1[CH2:46][CH2:45][CH2:44][CH2:43][CH2:42]1.C(N1CC[C@H]([C@H]([OH:62])C)[C@@H]([C:63]2[CH:68]=[CH:67][C:66]([Cl:69])=[CH:65][CH:64]=2)C1)C1C=CC=CC=1.[F:70][C:71]1[CH:72]=[CH:73][C:74]([OH:77])=[N:75][CH:76]=1.Cl[CH:79](OC(Cl)=O)[CH3:80].CCN(C(C)C)C(C)C, predict the reaction product. The product is: [C:39]([C:36]1[CH:37]=[CH:38][C:33]([N:30]2[CH2:31][CH2:32][CH:27]([C:25]([OH:26])=[O:62])[CH2:28][CH2:29]2)=[N:34][CH:35]=1)#[N:40].[Cl:69][C:66]1[CH:65]=[CH:64][C:63]([C@@H:43]2[C@@H:44]([C@@H:79]([O:77][C:74]3[CH:73]=[CH:72][C:71]([F:70])=[CH:76][N:75]=3)[CH3:80])[CH2:45][CH2:46][N:41]([C:25]([CH:27]3[CH2:28][CH2:29][N:30]([C:33]4[CH:38]=[CH:37][C:36]([C:39]#[N:40])=[CH:35][N:34]=4)[CH2:31][CH2:32]3)=[O:26])[CH2:42]2)=[CH:68][CH:67]=1.